From a dataset of Full USPTO retrosynthesis dataset with 1.9M reactions from patents (1976-2016). Predict the reactants needed to synthesize the given product. (1) Given the product [CH3:24][C:23]1[CH:22]=[C:21]([CH3:25])[NH:20][C:19](=[O:26])[C:18]=1[CH2:17][NH:16][C:14]([C:4]1[C:5]2[CH:10]=[N:9][N:8]([CH:11]([CH3:13])[CH3:12])[C:6]=2[N:7]=[C:2]([C:54]#[C:53][C:47]2[CH:52]=[CH:51][CH:50]=[CH:49][CH:48]=2)[CH:3]=1)=[O:15], predict the reactants needed to synthesize it. The reactants are: Cl[C:2]1[CH:3]=[C:4]([C:14]([NH:16][CH2:17][C:18]2[C:19](=[O:26])[NH:20][C:21]([CH3:25])=[CH:22][C:23]=2[CH3:24])=[O:15])[C:5]2[CH:10]=[N:9][N:8]([CH:11]([CH3:13])[CH3:12])[C:6]=2[N:7]=1.[I-].[Na+].C(N(CC)CC)C.C1CCN2C(=NCCC2)CC1.[C:47]1([C:53]#[CH:54])[CH:52]=[CH:51][CH:50]=[CH:49][CH:48]=1. (2) The reactants are: Br[C:2]1[CH:6]=[C:5]([C:7]#[C:8][C:9]2([CH3:12])[CH2:11][CH2:10]2)[S:4][C:3]=1[C:13]([O:15][CH3:16])=[O:14].[NH2:17][CH2:18][C:19]([N:21]1[CH2:26][CH2:25][O:24][CH2:23][CH2:22]1)=[O:20].Cl.C([O-])([O-])=O.[Cs+].[Cs+].C1C=CC(P(C2C(C3C(P(C4C=CC=CC=4)C4C=CC=CC=4)=CC=C4C=3C=CC=C4)=C3C(C=CC=C3)=CC=2)C2C=CC=CC=2)=CC=1. Given the product [CH3:12][C:9]1([C:8]#[C:7][C:5]2[S:4][C:3]([C:13]([O:15][CH3:16])=[O:14])=[C:2]([NH:17][CH2:18][C:19]([N:21]3[CH2:26][CH2:25][O:24][CH2:23][CH2:22]3)=[O:20])[CH:6]=2)[CH2:11][CH2:10]1, predict the reactants needed to synthesize it. (3) Given the product [NH2:15][C:16]1[CH:25]=[C:24]2[C:19]([CH:20]=[C:21]([C:28]3[CH:33]=[C:32]([NH2:34])[C:31]([F:35])=[CH:30][C:29]=3[CH3:36])[C:22](=[O:27])[N:23]2[CH3:26])=[CH:18][N:17]=1, predict the reactants needed to synthesize it. The reactants are: FC(F)(F)C(O)=O.COC1C=CC(C[NH:15][C:16]2[CH:25]=[C:24]3[C:19]([CH:20]=[C:21]([C:28]4[CH:33]=[C:32]([NH2:34])[C:31]([F:35])=[CH:30][C:29]=4[CH3:36])[C:22](=[O:27])[N:23]3[CH3:26])=[CH:18][N:17]=2)=CC=1. (4) Given the product [CH3:38][S:39]([OH:42])(=[O:41])=[O:40].[CH3:1][C:2]1[CH:16]=[C:15]([CH2:17][N:18]2[CH2:23][CH2:22][CH2:21][CH:20]([C:24]3[CH:29]=[CH:28][CH:27]=[CH:26][CH:25]=3)[CH2:19]2)[CH:14]=[CH:13][C:3]=1[O:4][C:5]1[CH:12]=[CH:11][C:8]([C:9]([NH2:10])=[O:31])=[CH:7][N:6]=1, predict the reactants needed to synthesize it. The reactants are: [CH3:1][C:2]1[CH:16]=[C:15]([CH2:17][N:18]2[CH2:23][CH2:22][CH2:21][CH:20]([C:24]3[CH:29]=[CH:28][CH:27]=[CH:26][CH:25]=3)[CH2:19]2)[CH:14]=[CH:13][C:3]=1[O:4][C:5]1[CH:12]=[CH:11][C:8]([C:9]#[N:10])=[CH:7][N:6]=1.C(=O)([O-])[O-:31].[K+].[K+].OO.[CH3:38][S:39]([OH:42])(=[O:41])=[O:40]. (5) The reactants are: [Cl:1][C:2]1[C:7]([C:8]2[CH:13]=[CH:12][CH:11]=[CH:10][CH:9]=2)=[C:6](Cl)[N:5]2[N:15]=[CH:16][N:17]=[C:4]2[N:3]=1.CC(O)=O.CO. Given the product [Cl:1][C:2]1[C:7]([C:8]2[CH:13]=[CH:12][CH:11]=[CH:10][CH:9]=2)=[CH:6][N:5]2[N:15]=[CH:16][N:17]=[C:4]2[N:3]=1, predict the reactants needed to synthesize it. (6) Given the product [Cl:26][C:21]1[CH:20]=[C:19]([C@H:5]([O:4][CH2:3][CH2:2][NH:1][C:35]([O:37][CH3:38])=[O:36])[C@@H:6]2[CH2:11][CH2:10][CH2:9][N:8]([C:12]([O:14][C:15]([CH3:18])([CH3:17])[CH3:16])=[O:13])[CH2:7]2)[CH:24]=[CH:23][C:22]=1[F:25], predict the reactants needed to synthesize it. The reactants are: [NH2:1][CH2:2][CH2:3][O:4][C@@H:5]([C:19]1[CH:24]=[CH:23][C:22]([F:25])=[C:21]([Cl:26])[CH:20]=1)[C@@H:6]1[CH2:11][CH2:10][CH2:9][N:8]([C:12]([O:14][C:15]([CH3:18])([CH3:17])[CH3:16])=[O:13])[CH2:7]1.CCN(CC)CC.Cl[C:35]([O:37][CH3:38])=[O:36].O. (7) Given the product [N+:15]([C:14]1[CH:13]=[CH:12][C:11]([CH3:18])=[CH:10][C:9]=1[O:7][CH2:6][CH:2]1[CH2:3][CH2:4][CH2:5][O:1]1)([O-:17])=[O:16].[CH3:19][C:20]1[CH:26]=[CH:25][C:23]([NH:24][C:6]([NH:34][C:35]2[S:36][CH:37]=[CH:38][N:39]=2)=[O:7])=[C:22]([O:27][CH2:28][CH:29]2[CH2:33][CH2:32][CH2:31][O:30]2)[CH:21]=1, predict the reactants needed to synthesize it. The reactants are: [O:1]1[CH2:5][CH2:4][CH2:3][CH:2]1[CH2:6][OH:7].F[C:9]1[CH:10]=[C:11]([CH3:18])[CH:12]=[CH:13][C:14]=1[N+:15]([O-:17])=[O:16].[CH3:19][C:20]1[CH:26]=[CH:25][C:23]([NH2:24])=[C:22]([O:27][CH2:28][CH:29]2[CH2:33][CH2:32][CH2:31][O:30]2)[CH:21]=1.[NH2:34][C:35]1[S:36][CH:37]=[CH:38][N:39]=1.